This data is from Catalyst prediction with 721,799 reactions and 888 catalyst types from USPTO. The task is: Predict which catalyst facilitates the given reaction. (1) Reactant: [CH3:1][C:2]#[C:3][CH2:4][N:5]1[C:9]([N:10]2[CH2:15][C@H:14]([NH2:16])[CH2:13][CH2:12][CH2:11]2)=[N:8][C:7]2[N:17]([CH3:35])[C:18]([N:20]([CH2:23][C:24]3[N:25]=[C:26]([CH3:34])[C:27]4[CH:28]=[CH:29][CH:30]=[CH:31][C:32]=4[N:33]=3)[C:21](=[O:22])[C:6]1=2)=[O:19].C([C@H]([C@@H](C([O-])=O)O)O)([O-])=O.O.[OH-].[Na+]. Product: [CH3:1][C:2]#[C:3][CH2:4][N:5]1[C:9]([N:10]2[CH2:15][C@H:14]([NH2:16])[CH2:13][CH2:12][CH2:11]2)=[N:8][C:7]2[N:17]([CH3:35])[C:18]([N:20]([CH2:23][C:24]3[N:25]=[C:26]([CH3:34])[C:27]4[CH:28]=[CH:29][CH:30]=[CH:31][C:32]=4[N:33]=3)[C:21](=[O:22])[C:6]1=2)=[O:19]. The catalyst class is: 11. (2) Reactant: [NH2:1][C:2]1[N:7]=[CH:6][C:5]([C:8]2[CH:13]=[CH:12][C:11]([C:14]3[C:15]([S:20]([NH:23]C(C)(C)C)(=[O:22])=[O:21])=[CH:16][CH:17]=[CH:18][CH:19]=3)=[CH:10][C:9]=2[F:28])=[CH:4][CH:3]=1.[C:29]([OH:35])([C:31]([F:34])([F:33])[F:32])=[O:30]. Product: [F:32][C:31]([F:34])([F:33])[C:29]([OH:35])=[O:30].[NH2:1][C:2]1[N:7]=[CH:6][C:5]([C:8]2[CH:13]=[CH:12][C:11]([C:14]3[C:15]([S:20]([NH2:23])(=[O:22])=[O:21])=[CH:16][CH:17]=[CH:18][CH:19]=3)=[CH:10][C:9]=2[F:28])=[CH:4][CH:3]=1. The catalyst class is: 28. (3) Reactant: [CH2:1]([N:8]([CH2:20][C:21]1[CH:26]=[CH:25][CH:24]=[C:23]([O:27][CH3:28])[CH:22]=1)[CH2:9][C:10]([C:12]1[CH:17]=[CH:16][C:15]([O:18][CH3:19])=[CH:14][CH:13]=1)=[O:11])[C:2]1[CH:7]=[CH:6][CH:5]=[CH:4][CH:3]=1.[BH4-].[Na+].O. Product: [CH2:1]([N:8]([CH2:20][C:21]1[CH:26]=[CH:25][CH:24]=[C:23]([O:27][CH3:28])[CH:22]=1)[CH2:9][CH:10]([C:12]1[CH:17]=[CH:16][C:15]([O:18][CH3:19])=[CH:14][CH:13]=1)[OH:11])[C:2]1[CH:3]=[CH:4][CH:5]=[CH:6][CH:7]=1. The catalyst class is: 5. (4) Reactant: Br[C:2]1[C:10]2[C:5](=[CH:6][CH:7]=[C:8]([N+:11]([O-:13])=[O:12])[CH:9]=2)[N:4](C(OC(C)(C)C)=O)[N:3]=1.[F:21][C:22]1[CH:27]=[CH:26][C:25](B(O)O)=[CH:24][CH:23]=1.C(Cl)Cl.C([O-])([O-])=O.[K+].[K+]. Product: [F:21][C:22]1[CH:27]=[CH:26][C:25]([C:2]2[C:10]3[C:5](=[CH:6][CH:7]=[C:8]([N+:11]([O-:13])=[O:12])[CH:9]=3)[NH:4][N:3]=2)=[CH:24][CH:23]=1. The catalyst class is: 75.